Dataset: Peptide-MHC class I binding affinity with 185,985 pairs from IEDB/IMGT. Task: Regression. Given a peptide amino acid sequence and an MHC pseudo amino acid sequence, predict their binding affinity value. This is MHC class I binding data. (1) The peptide sequence is AGLLSDHIS. The MHC is H-2-Db with pseudo-sequence H-2-Db. The binding affinity (normalized) is 0. (2) The MHC is HLA-C08:02 with pseudo-sequence HLA-C08:02. The peptide sequence is YLYPWSLGL. The binding affinity (normalized) is 0.0847. (3) The peptide sequence is RQAELSKAY. The MHC is HLA-A30:01 with pseudo-sequence HLA-A30:01. The binding affinity (normalized) is 0.554. (4) The peptide sequence is STNVSIHAI. The MHC is H-2-Db with pseudo-sequence H-2-Db. The binding affinity (normalized) is 0.469. (5) The peptide sequence is ERAKIRGSL. The MHC is HLA-B14:02 with pseudo-sequence HLA-B14:02. The binding affinity (normalized) is 0.498.